From a dataset of NCI-60 drug combinations with 297,098 pairs across 59 cell lines. Regression. Given two drug SMILES strings and cell line genomic features, predict the synergy score measuring deviation from expected non-interaction effect. (1) Drug 1: C1CCC(CC1)NC(=O)N(CCCl)N=O. Drug 2: CC(C)CN1C=NC2=C1C3=CC=CC=C3N=C2N. Cell line: MALME-3M. Synergy scores: CSS=6.97, Synergy_ZIP=-2.77, Synergy_Bliss=-4.65, Synergy_Loewe=-6.81, Synergy_HSA=-7.06. (2) Drug 1: C1=NNC2=C1C(=O)NC=N2. Drug 2: N.N.Cl[Pt+2]Cl. Cell line: HOP-92. Synergy scores: CSS=44.3, Synergy_ZIP=-1.10, Synergy_Bliss=-0.324, Synergy_Loewe=-10.8, Synergy_HSA=1.23. (3) Drug 1: CN1CCC(CC1)COC2=C(C=C3C(=C2)N=CN=C3NC4=C(C=C(C=C4)Br)F)OC. Synergy scores: CSS=35.8, Synergy_ZIP=-7.89, Synergy_Bliss=-2.35, Synergy_Loewe=-32.1, Synergy_HSA=-0.249. Drug 2: C(CC(=O)O)C(=O)CN.Cl. Cell line: CAKI-1. (4) Drug 1: COC1=NC(=NC2=C1N=CN2C3C(C(C(O3)CO)O)O)N. Drug 2: C1C(C(OC1N2C=NC(=NC2=O)N)CO)O. Cell line: SK-OV-3. Synergy scores: CSS=-17.4, Synergy_ZIP=6.31, Synergy_Bliss=-0.00863, Synergy_Loewe=-11.3, Synergy_HSA=-10.9. (5) Drug 1: C1CCC(C1)C(CC#N)N2C=C(C=N2)C3=C4C=CNC4=NC=N3. Drug 2: CN(C)C1=NC(=NC(=N1)N(C)C)N(C)C. Cell line: EKVX. Synergy scores: CSS=3.38, Synergy_ZIP=-0.601, Synergy_Bliss=-0.619, Synergy_Loewe=-18.0, Synergy_HSA=-2.66. (6) Drug 1: CC1=CC2C(CCC3(C2CCC3(C(=O)C)OC(=O)C)C)C4(C1=CC(=O)CC4)C. Drug 2: CC(C1=C(C=CC(=C1Cl)F)Cl)OC2=C(N=CC(=C2)C3=CN(N=C3)C4CCNCC4)N. Cell line: A498. Synergy scores: CSS=5.05, Synergy_ZIP=-3.51, Synergy_Bliss=-2.90, Synergy_Loewe=-2.41, Synergy_HSA=-2.36. (7) Drug 1: C1=C(C(=O)NC(=O)N1)N(CCCl)CCCl. Drug 2: C1C(C(OC1N2C=NC3=C(N=C(N=C32)Cl)N)CO)O. Cell line: SF-539. Synergy scores: CSS=35.5, Synergy_ZIP=-0.406, Synergy_Bliss=-0.932, Synergy_Loewe=-0.0822, Synergy_HSA=-0.741.